From a dataset of hERG potassium channel inhibition data for cardiac toxicity prediction from Karim et al.. Regression/Classification. Given a drug SMILES string, predict its toxicity properties. Task type varies by dataset: regression for continuous values (e.g., LD50, hERG inhibition percentage) or binary classification for toxic/non-toxic outcomes (e.g., AMES mutagenicity, cardiotoxicity, hepatotoxicity). Dataset: herg_karim. The drug is CC(=O)Nc1cc(Nc2cc(NC3COC3)n3ncc(C#N)c3n2)c(F)cc1C1CC1. The result is 0 (non-blocker).